From a dataset of Full USPTO retrosynthesis dataset with 1.9M reactions from patents (1976-2016). Predict the reactants needed to synthesize the given product. (1) The reactants are: [C:1]([C:4]1[CH:5]=[N:6][C:7]2[C:12]([C:13]=1[NH:14][C@H:15]1[CH2:20][CH2:19][C@H:18]([NH:21][C:22](=[O:33])[CH:23]([NH:25]C(=O)OC(C)(C)C)[CH3:24])[CH2:17][CH2:16]1)=[N:11][C:10]([C:34]1[CH:39]=[C:38]([Cl:40])[C:37]([OH:41])=[C:36]([Cl:42])[CH:35]=1)=[CH:9][CH:8]=2)(=[O:3])[CH3:2].[ClH:43]. Given the product [ClH:40].[ClH:43].[C:1]([C:4]1[CH:5]=[N:6][C:7]2[C:12]([C:13]=1[NH:14][C@H:15]1[CH2:20][CH2:19][C@H:18]([NH:21][C:22](=[O:33])[CH:23]([NH2:25])[CH3:24])[CH2:17][CH2:16]1)=[N:11][C:10]([C:34]1[CH:35]=[C:36]([Cl:42])[C:37]([OH:41])=[C:38]([Cl:40])[CH:39]=1)=[CH:9][CH:8]=2)(=[O:3])[CH3:2], predict the reactants needed to synthesize it. (2) Given the product [OH:4][CH:3]([C:2]([CH3:10])=[CH2:1])[C:5]([O:7][CH2:8][CH3:9])=[O:6], predict the reactants needed to synthesize it. The reactants are: [CH3:1][C:2]1([CH3:10])[O:4][CH:3]1[C:5]([O:7][CH2:8][CH3:9])=[O:6]. (3) Given the product [CH3:1][O:2][C:3]1[C:12]([NH:13][C:14]([N:31]2[CH2:30][CH2:29][N:28]([C:23]3[CH:24]=[CH:25][CH:26]=[CH:27][C:22]=3[O:21][CH3:20])[CH2:33][CH2:32]2)=[O:18])=[N:11][C:10]2[C:5](=[CH:6][CH:7]=[C:8]([CH3:19])[CH:9]=2)[N:4]=1, predict the reactants needed to synthesize it. The reactants are: [CH3:1][O:2][C:3]1[C:12]([NH:13][C:14](=[O:18])OCC)=[N:11][C:10]2[C:5](=[CH:6][CH:7]=[C:8]([CH3:19])[CH:9]=2)[N:4]=1.[CH3:20][O:21][C:22]1[CH:27]=[CH:26][CH:25]=[CH:24][C:23]=1[N:28]1[CH2:33][CH2:32][NH:31][CH2:30][CH2:29]1. (4) Given the product [Cl:1][C:2]1[CH:7]=[CH:6][C:5]([CH:8]2[CH2:13][C:12](=[O:14])[NH:11][C:10]([CH3:15])=[C:9]2[C:16]([NH:20][C:21]2[CH:22]=[C:23]3[C:27](=[CH:28][C:29]=2[F:30])[NH:26][N:25]=[CH:24]3)=[O:18])=[C:4]([F:19])[CH:3]=1, predict the reactants needed to synthesize it. The reactants are: [Cl:1][C:2]1[CH:7]=[CH:6][C:5]([CH:8]2[CH2:13][C:12](=[O:14])[NH:11][C:10]([CH3:15])=[C:9]2[C:16]([OH:18])=O)=[C:4]([F:19])[CH:3]=1.[NH2:20][C:21]1[CH:22]=[C:23]2[C:27](=[CH:28][C:29]=1[F:30])[NH:26][N:25]=[CH:24]2.C(Cl)CCl.CCN(CC)CC.